This data is from Full USPTO retrosynthesis dataset with 1.9M reactions from patents (1976-2016). The task is: Predict the reactants needed to synthesize the given product. Given the product [CH2:1]([O:16][C:17]1[CH:18]=[C:19]([CH:24]=[CH:25][CH:26]=1)[C:20]([OH:22])=[O:21])[CH2:2][CH2:3][CH2:4][CH2:5][CH2:6][CH2:7][CH2:8][CH2:9][CH2:10][CH2:11][CH2:12][CH2:13][CH2:14][CH3:15], predict the reactants needed to synthesize it. The reactants are: [CH2:1]([O:16][C:17]1[CH:18]=[C:19]([CH:24]=[CH:25][CH:26]=1)[C:20]([O:22]C)=[O:21])[CH2:2][CH2:3][CH2:4][CH2:5][CH2:6][CH2:7][CH2:8][CH2:9][CH2:10][CH2:11][CH2:12][CH2:13][CH2:14][CH3:15].[OH-].[Na+].Cl.O.